From a dataset of Forward reaction prediction with 1.9M reactions from USPTO patents (1976-2016). Predict the product of the given reaction. (1) Given the reactants [N+:1]([C:4]1[CH:26]=[CH:25][C:7]2[S:8][CH2:9][CH2:10][N:11]([CH:12]3[CH2:17][CH2:16][N:15]([C:18]([O:20][C:21]([CH3:24])([CH3:23])[CH3:22])=[O:19])[CH2:14][CH2:13]3)[C:6]=2[CH:5]=1)([O-])=O.I.[S:28]1[CH:32]=[CH:31][CH:30]=[C:29]1[C:33](SC)=[NH:34], predict the reaction product. The product is: [S:28]1[CH:32]=[CH:31][CH:30]=[C:29]1[C:33](=[NH:34])[NH:1][C:4]1[CH:26]=[CH:25][C:7]2[S:8][CH2:9][CH2:10][N:11]([CH:12]3[CH2:17][CH2:16][N:15]([C:18]([O:20][C:21]([CH3:24])([CH3:23])[CH3:22])=[O:19])[CH2:14][CH2:13]3)[C:6]=2[CH:5]=1. (2) Given the reactants [NH2:1][C:2]1[CH:3]=[N:4][N:5]([CH3:21])[C:6]=1[N:7]1[CH2:11][CH2:10][C@@H:9]([CH2:12][NH:13]C(=O)OC(C)(C)C)[CH2:8]1.C(OC([NH:29][C:30]1[S:34][C:33]([C:35]2[C:40]([F:41])=[CH:39][CH:38]=[CH:37][C:36]=2[F:42])=[N:32][C:31]=1[C:43](O)=[O:44])=O)(C)(C)C.CN(C(ON1N=NC2C=CC=NC1=2)=[N+](C)C)C.F[P-](F)(F)(F)(F)F, predict the reaction product. The product is: [NH2:29][C:30]1[S:34][C:33]([C:35]2[C:40]([F:41])=[CH:39][CH:38]=[CH:37][C:36]=2[F:42])=[N:32][C:31]=1[C:43]([NH:1][C:2]1[CH:3]=[N:4][N:5]([CH3:21])[C:6]=1[N:7]1[CH2:11][CH2:10][C@@H:9]([CH2:12][NH2:13])[CH2:8]1)=[O:44]. (3) Given the reactants [CH3:1][Si:2]([CH3:40])([CH3:39])[CH2:3][CH2:4][O:5][CH2:6][N:7]1[CH:11]=[CH:10][N:9]=[C:8]1[CH2:12][CH:13]([CH2:25][C:26]1[N:27]([CH2:31][O:32][CH2:33][CH2:34][Si:35]([CH3:38])([CH3:37])[CH3:36])[CH:28]=[CH:29][N:30]=1)[CH2:14][O:15][C:16]1[CH:24]=[CH:23][C:19]([C:20](O)=[O:21])=[CH:18][CH:17]=1.[CH:41]1([N:47]2[CH2:56][CH2:55][C:50]3([CH2:54][NH:53][CH2:52][CH2:51]3)[CH2:49][CH2:48]2)[CH2:46][CH2:45][CH2:44][CH2:43][CH2:42]1, predict the reaction product. The product is: [CH:41]1([N:47]2[CH2:48][CH2:49][C:50]3([CH2:54][N:53]([C:20](=[O:21])[C:19]4[CH:23]=[CH:24][C:16]([O:15][CH2:14][CH:13]([CH2:12][C:8]5[N:7]([CH2:6][O:5][CH2:4][CH2:3][Si:2]([CH3:1])([CH3:39])[CH3:40])[CH:11]=[CH:10][N:9]=5)[CH2:25][C:26]5[N:27]([CH2:31][O:32][CH2:33][CH2:34][Si:35]([CH3:38])([CH3:37])[CH3:36])[CH:28]=[CH:29][N:30]=5)=[CH:17][CH:18]=4)[CH2:52][CH2:51]3)[CH2:55][CH2:56]2)[CH2:46][CH2:45][CH2:44][CH2:43][CH2:42]1. (4) Given the reactants [C:1]1([C:7]2[S:15][C:14]3[C:13]([NH:16][C:17]4[CH:18]=[C:19]5[C:23](=[CH:24][CH:25]=4)[NH:22][CH:21]=[C:20]5[CH:26]=O)=[N:12][CH:11]=[N:10][C:9]=3[CH:8]=2)[CH:6]=[CH:5][CH:4]=[CH:3][CH:2]=1.C([BH3-])#N.[Na+].[Cl-].[NH4+].Cl, predict the reaction product. The product is: [CH3:26][C:20]1[C:19]2[C:23](=[CH:24][CH:25]=[C:17]([NH:16][C:13]3[C:14]4[S:15][C:7]([C:1]5[CH:2]=[CH:3][CH:4]=[CH:5][CH:6]=5)=[CH:8][C:9]=4[N:10]=[CH:11][N:12]=3)[CH:18]=2)[NH:22][CH:21]=1. (5) Given the reactants [C:1]([O:5][C:6]([N:8]1[C:16]2[C:11](=[CH:12][C:13]([CH2:17][OH:18])=[CH:14][CH:15]=2)[CH:10]=[C:9]1[CH:19]1[C:27]2[C:22](=[CH:23][C:24]([C:28]([O:30][CH3:31])=[O:29])=[CH:25][CH:26]=2)[NH:21][NH:20]1)=[O:7])([CH3:4])([CH3:3])[CH3:2], predict the reaction product. The product is: [C:1]([O:5][C:6]([N:8]1[C:16]2[C:11](=[CH:12][C:13]([CH:17]=[O:18])=[CH:14][CH:15]=2)[CH:10]=[C:9]1[C:19]1[C:27]2[C:22](=[CH:23][C:24]([C:28]([O:30][CH3:31])=[O:29])=[CH:25][CH:26]=2)[NH:21][N:20]=1)=[O:7])([CH3:4])([CH3:3])[CH3:2].